From a dataset of HIV replication inhibition screening data with 41,000+ compounds from the AIDS Antiviral Screen. Binary Classification. Given a drug SMILES string, predict its activity (active/inactive) in a high-throughput screening assay against a specified biological target. (1) The compound is CCOC(=O)Cn1c(=O)c2nc(SC)sc2n(-c2ccc(C)cc2)c1=S. The result is 0 (inactive). (2) The drug is O=c1c(-c2c(O)cc(O)c3c2OC(c2ccc(O)cc2)C(O)C3)c(-c2ccc(O)cc2)oc2cc(O)cc(O)c12. The result is 0 (inactive). (3) The molecule is CC(=O)Oc1ccc2c(c1)c1c(=O)oc(C)nc1n2Cc1ccccc1. The result is 0 (inactive). (4) The molecule is Nc1c(O)c(S(=O)(=O)O)c(O)c2c1C(=O)c1ccccc1C2=O. The result is 1 (active). (5) The compound is CCOC(=O)C(=Cc1ccc(Cl)cc1)N(CC)CC. The result is 0 (inactive). (6) The compound is COC(=O)C1(OC(=O)Sc2ccccc2)CCN(C)CC1. The result is 0 (inactive).